From a dataset of Reaction yield outcomes from USPTO patents with 853,638 reactions. Predict the reaction yield, written as a fraction of the theoretical maximum amount of product (1.0 means a 100% yield; for example, 0.34 means a 34% yield). (1) The yield is 0.830. The catalyst is CC#N. The reactants are Br[CH2:2][C:3]([C:5]1[CH:14]=[CH:13][C:12]2[C:7](=[CH:8][CH:9]=[C:10]([Br:15])[CH:11]=2)[CH:6]=1)=[O:4].[C:16]([O:20][C:21]([N:23]1[CH2:27][C:26]([F:29])([F:28])[CH2:25][CH:24]1[C:30]([OH:32])=[O:31])=[O:22])([CH3:19])([CH3:18])[CH3:17].CCN(CC)CC. The product is [C:16]([O:20][C:21]([N:23]1[CH2:27][C:26]([F:28])([F:29])[CH2:25][CH:24]1[C:30]([O:32][CH2:2][C:3]([C:5]1[CH:14]=[CH:13][C:12]2[C:7](=[CH:8][CH:9]=[C:10]([Br:15])[CH:11]=2)[CH:6]=1)=[O:4])=[O:31])=[O:22])([CH3:19])([CH3:17])[CH3:18]. (2) The reactants are [Br:1][C:2]1[CH:7]=[CH:6][C:5]([CH2:8]Br)=[C:4]([CH2:10][CH3:11])[CH:3]=1.C(N(CC)CC)C.[NH:19]1[CH2:24][CH2:23][O:22][CH2:21][CH2:20]1. The catalyst is CC#N. The product is [Br:1][C:2]1[CH:7]=[CH:6][C:5]([CH2:8][N:19]2[CH2:24][CH2:23][O:22][CH2:21][CH2:20]2)=[C:4]([CH2:10][CH3:11])[CH:3]=1. The yield is 0.970. (3) The reactants are [CH2:1]([O:8][C:9]1[CH:14]=[CH:13][C:12](Br)=[C:11]([O:16][CH2:17][C:18]2[CH:23]=[CH:22][CH:21]=[CH:20][CH:19]=2)[C:10]=1[C:24]([F:27])([F:26])[F:25])[C:2]1[CH:7]=[CH:6][CH:5]=[CH:4][CH:3]=1.C([Sn](CCCC)(CCCC)[C:33]([O:35]CC)=[CH2:34])CCC. The catalyst is O1CCOCC1.C1C=CC([P]([Pd]([P](C2C=CC=CC=2)(C2C=CC=CC=2)C2C=CC=CC=2)([P](C2C=CC=CC=2)(C2C=CC=CC=2)C2C=CC=CC=2)[P](C2C=CC=CC=2)(C2C=CC=CC=2)C2C=CC=CC=2)(C2C=CC=CC=2)C2C=CC=CC=2)=CC=1. The product is [CH2:17]([O:16][C:11]1[C:10]([C:24]([F:27])([F:26])[F:25])=[C:9]([O:8][CH2:1][C:2]2[CH:7]=[CH:6][CH:5]=[CH:4][CH:3]=2)[CH:14]=[CH:13][C:12]=1[C:33](=[O:35])[CH3:34])[C:18]1[CH:23]=[CH:22][CH:21]=[CH:20][CH:19]=1. The yield is 0.600. (4) The reactants are [C:1]([C:5]1[CH:10]=[CH:9][CH:8]=[CH:7][C:6]=1[NH2:11])([CH3:4])([CH3:3])[CH3:2].[N+:12]([O-])([O-:14])=[O:13].[K+]. The catalyst is S(=O)(=O)(O)O. The product is [C:1]([C:5]1[CH:10]=[CH:9][C:8]([N+:12]([O-:14])=[O:13])=[CH:7][C:6]=1[NH2:11])([CH3:4])([CH3:2])[CH3:3]. The yield is 0.640. (5) The reactants are [F:1][C:2]1[CH:3]=[C:4]([C@H:8]2[CH2:12][CH2:11][CH2:10][N:9]2[C:13]2[CH:18]=[CH:17][N:16]3[N:19]=[CH:20][C:21]([NH2:22])=[C:15]3[N:14]=2)[CH:5]=[CH:6][CH:7]=1.[C:23](O)(=[O:30])[C:24]1[CH:29]=[CH:28][CH:27]=[N:26][CH:25]=1.CN(C(ON1N=NC2C=CC=NC1=2)=[N+](C)C)C.F[P-](F)(F)(F)(F)F.CCN(C(C)C)C(C)C. The catalyst is CCOC(C)=O.CN(C=O)C. The product is [F:1][C:2]1[CH:3]=[C:4]([C@H:8]2[CH2:12][CH2:11][CH2:10][N:9]2[C:13]2[CH:18]=[CH:17][N:16]3[N:19]=[CH:20][C:21]([NH:22][C:23](=[O:30])[C:24]4[CH:29]=[CH:28][CH:27]=[N:26][CH:25]=4)=[C:15]3[N:14]=2)[CH:5]=[CH:6][CH:7]=1. The yield is 0.740.